Predict the product of the given reaction. From a dataset of Forward reaction prediction with 1.9M reactions from USPTO patents (1976-2016). (1) The product is: [O:17]([CH2:16][CH2:15][N:11]1[C:12]2[C:8](=[CH:7][CH:6]=[C:5]([C:3]([O:2][CH3:1])=[O:4])[CH:13]=2)[CH:9]=[CH:10]1)[C:18]1[CH:23]=[CH:22][CH:21]=[CH:20][CH:19]=1. Given the reactants [CH3:1][O:2][C:3]([C:5]1[CH:13]=[C:12]2[C:8]([CH:9]=[CH:10][NH:11]2)=[CH:7][CH:6]=1)=[O:4].Br[CH2:15][CH2:16][O:17][C:18]1[CH:23]=[CH:22][CH:21]=[CH:20][CH:19]=1.C([O-])([O-])=O.[K+].[K+], predict the reaction product. (2) Given the reactants [F:1][C:2]1[CH:7]=[CH:6][C:5]([C:8]2[C:9]3[CH:21]=[CH:20][C:19](=[O:22])[N:18]([C:23]4[CH:28]=[CH:27][CH:26]=[CH:25][C:24]=4[F:29])[C:10]=3[N:11]=[C:12](S(C)(=O)=O)[N:13]=2)=[C:4]([CH3:30])[CH:3]=1.[CH2:31]([CH2:33][NH2:34])[OH:32], predict the reaction product. The product is: [F:1][C:2]1[CH:7]=[CH:6][C:5]([C:8]2[C:9]3[CH:21]=[CH:20][C:19](=[O:22])[N:18]([C:23]4[CH:28]=[CH:27][CH:26]=[CH:25][C:24]=4[F:29])[C:10]=3[N:11]=[C:12]([NH:34][CH2:33][CH2:31][OH:32])[N:13]=2)=[C:4]([CH3:30])[CH:3]=1. (3) Given the reactants [CH2:1]([O:3][C@H:4]1[CH2:9][CH2:8][N:7]([CH2:10][C:11]2[C:19]([O:20][CH3:21])=[CH:18][C:17]([CH3:22])=[C:16]3[C:12]=2[CH:13]=[CH:14][NH:15]3)[C@H:6]([C:23]2[CH:32]=[CH:31][C:26]([C:27]([O:29][CH3:30])=[O:28])=[CH:25][CH:24]=2)[CH2:5]1)[CH3:2].[NH4+].[OH-], predict the reaction product. The product is: [CH2:1]([O:3][C@H:4]1[CH2:9][CH2:8][N:7]([CH2:10][C:11]2[C:19]([O:20][CH3:21])=[CH:18][C:17]([CH3:22])=[C:16]3[C:12]=2[CH:13]=[CH:14][NH:15]3)[C@H:6]([C:23]2[CH:24]=[CH:25][C:26]([C:27]([O:29][CH3:30])=[O:28])=[CH:31][CH:32]=2)[CH2:5]1)[CH3:2].[CH2:1]([O:3][C@@H:4]1[CH2:9][CH2:8][N:7]([CH2:10][C:11]2[C:19]([O:20][CH3:21])=[CH:18][C:17]([CH3:22])=[C:16]3[C:12]=2[CH:13]=[CH:14][NH:15]3)[C@@H:6]([C:23]2[CH:24]=[CH:25][C:26]([C:27]([O:29][CH3:30])=[O:28])=[CH:31][CH:32]=2)[CH2:5]1)[CH3:2]. (4) The product is: [CH3:14][O:13]/[N:15]=[C:2](\[CH2:8][C:9](=[O:11])[CH3:10])/[C:3]([O:5][CH2:6][CH3:7])=[O:4]. Given the reactants O=[C:2]([CH2:8][C:9](=[O:11])[CH3:10])[C:3]([O:5][CH2:6][CH3:7])=[O:4].Cl.[O:13]([NH2:15])[CH3:14], predict the reaction product. (5) Given the reactants [NH:1]1[C:9]2[C:4](=[CH:5][CH:6]=[CH:7][CH:8]=2)[C:3]([C:10]2[CH:15]=[CH:14][N:13]=[C:12]([NH:16][C@@H:17]3[CH2:22][CH2:21][CH2:20][C@H:19]([NH:23][C:24](=[O:32])[C:25]4[CH:30]=[CH:29][C:28]([NH2:31])=[CH:27][CH:26]=4)[CH2:18]3)[N:11]=2)=[CH:2]1.C[CH2:34][N:35]([CH:39]([CH3:41])C)[CH:36](C)C.BrC/C=[CH:45]/[C:46](Cl)=[O:47].C(Cl)Cl.CNC.C1COCC1, predict the reaction product. The product is: [NH:1]1[C:9]2[C:4](=[CH:5][CH:6]=[CH:7][CH:8]=2)[C:3]([C:10]2[CH:15]=[CH:14][N:13]=[C:12]([NH:16][C@@H:17]3[CH2:22][CH2:21][CH2:20][C@H:19]([NH:23][C:24](=[O:32])[C:25]4[CH:26]=[CH:27][C:28]([NH:31][C:46](=[O:47])/[CH:45]=[CH:41]/[CH2:39][N:35]([CH3:34])[CH3:36])=[CH:29][CH:30]=4)[CH2:18]3)[N:11]=2)=[CH:2]1. (6) Given the reactants F[C:2]1[CH:10]=[CH:9][C:5]([C:6]([OH:8])=O)=[C:4]([OH:11])[CH:3]=1.[H-].[Al+3].[Li+].[H-].[H-].[H-].O.[OH-].[Na+].O1CCC[CH2:22]1, predict the reaction product. The product is: [OH:8][CH2:6][C:5]1[CH:9]=[C:10]([CH3:22])[CH:2]=[CH:3][C:4]=1[OH:11]. (7) Given the reactants C(OC([NH:11]/[C:12](=[CH:17]\[C:18]1[C:19]([Cl:25])=[N:20][CH:21]=[CH:22][C:23]=1I)/[C:13]([O:15][CH3:16])=[O:14])=O)C1C=CC=CC=1.C([O-])([O-])=O.[K+].[K+].N1CCC[C@H]1C(O)=O, predict the reaction product. The product is: [Cl:25][C:19]1[C:18]2[CH:17]=[C:12]([C:13]([O:15][CH3:16])=[O:14])[NH:11][C:23]=2[CH:22]=[CH:21][N:20]=1. (8) Given the reactants C(OC([N:6]1[C:10]([NH:11][C:12](=[O:27])[C:13]2[CH:18]=[CH:17][C:16]([N:19]3[CH2:24][CH2:23][N:22]([CH3:25])[CH2:21][CH2:20]3)=[CH:15][C:14]=2[NH2:26])=[C:9]2[CH2:28][N:29]([S:33]([C:36]3[CH:41]=[C:40]([F:42])[CH:39]=[C:38]([F:43])[CH:37]=3)(=[O:35])=[O:34])[C:30]([CH3:32])([CH3:31])[C:8]2=[N:7]1)=O)C.[CH:44]1([C:48](Cl)=[O:49])[CH2:47][CH2:46][CH2:45]1, predict the reaction product. The product is: [CH:44]1([C:48]([NH:26][C:14]2[CH:15]=[C:16]([N:19]3[CH2:20][CH2:21][N:22]([CH3:25])[CH2:23][CH2:24]3)[CH:17]=[CH:18][C:13]=2[C:12]([NH:11][C:10]2[C:9]3[CH2:28][N:29]([S:33]([C:36]4[CH:37]=[C:38]([F:43])[CH:39]=[C:40]([F:42])[CH:41]=4)(=[O:34])=[O:35])[C:30]([CH3:32])([CH3:31])[C:8]=3[NH:7][N:6]=2)=[O:27])=[O:49])[CH2:47][CH2:46][CH2:45]1. (9) Given the reactants C(OC([NH:11][C@H:12]1[CH2:17][CH2:16][N:15]([C:18]2[O:19][CH:20]=[C:21]([C:23]([O:25][CH2:26][CH3:27])=[O:24])[N:22]=2)[CH2:14][C@H:13]1[O:28][CH3:29])=O)C1C=CC=CC=1, predict the reaction product. The product is: [NH2:11][C@H:12]1[CH2:17][CH2:16][N:15]([C:18]2[O:19][CH:20]=[C:21]([C:23]([O:25][CH2:26][CH3:27])=[O:24])[N:22]=2)[CH2:14][C@H:13]1[O:28][CH3:29]. (10) Given the reactants [CH3:1][N:2](C=O)C.C1COCC1.CN(C)[CH2:13][C:14]1[C:22]2[C:17](=[CH:18][C:19]([N+:23]([O-:25])=[O:24])=[CH:20][CH:21]=2)[NH:16][CH:15]=1.[C-]#N.[K+], predict the reaction product. The product is: [N+:23]([C:19]1[CH:18]=[C:17]2[C:22]([C:14]([CH2:13][C:1]#[N:2])=[CH:15][NH:16]2)=[CH:21][CH:20]=1)([O-:25])=[O:24].